From a dataset of Catalyst prediction with 721,799 reactions and 888 catalyst types from USPTO. Predict which catalyst facilitates the given reaction. (1) Reactant: [C:1]([O:5][C:6]([N:8]1[CH2:11][CH:10]([O:12]S(C)(=O)=O)[CH2:9]1)=[O:7])([CH3:4])([CH3:3])[CH3:2].C([O-])([O-])=O.[Cs+].[Cs+].[Br:23][C:24]1[CH:25]=[C:26](O)[CH:27]=[CH:28][CH:29]=1. Product: [C:1]([O:5][C:6]([N:8]1[CH2:11][CH:10]([O:12][C:28]2[CH:27]=[CH:26][CH:25]=[C:24]([Br:23])[CH:29]=2)[CH2:9]1)=[O:7])([CH3:4])([CH3:3])[CH3:2]. The catalyst class is: 163. (2) Reactant: C1(C)C=CC=CC=1P(C1C=CC=CC=1C)C1C=CC=CC=1C.[CH:23]1[C:36]2[NH:35][C:34]3[C:29](=[CH:30][CH:31]=[CH:32][CH:33]=3)[O:28][C:27]=2[CH:26]=[CH:25][CH:24]=1.Br[C:38]1[CH:43]=[CH:42][C:41]([CH2:44][CH2:45][CH2:46][CH3:47])=[CH:40][CH:39]=1.CC(C)([O-])C.[Na+].Cl. Product: [CH2:44]([C:41]1[CH:42]=[CH:43][C:38]([N:35]2[C:36]3[CH:23]=[CH:24][CH:25]=[CH:26][C:27]=3[O:28][C:29]3[C:34]2=[CH:33][CH:32]=[CH:31][CH:30]=3)=[CH:39][CH:40]=1)[CH2:45][CH2:46][CH3:47]. The catalyst class is: 487.